From a dataset of Reaction yield outcomes from USPTO patents with 853,638 reactions. Predict the reaction yield, written as a fraction of the theoretical maximum amount of product (1.0 means a 100% yield; for example, 0.34 means a 34% yield). (1) The reactants are [I:1]N1C(=O)CCC1=O.[OH:9][C:10]1[N:17]=[CH:16][CH:15]=[CH:14][C:11]=1[C:12]#[N:13]. The catalyst is CN(C)C=O. The product is [OH:9][C:10]1[N:17]=[CH:16][C:15]([I:1])=[CH:14][C:11]=1[C:12]#[N:13]. The yield is 0.900. (2) The reactants are Br[C:2]1[C:6]2[CH:7]=[CH:8][CH:9]=[CH:10][C:5]=2[O:4][C:3]=1[CH:11]1[O:15][CH2:14][CH2:13][O:12]1.CN([CH:19]=[O:20])C.O.O.C(O)(=O)C(O)=O. The catalyst is CCOCC.O.CCOC(C)=O. The product is [O:12]1[CH2:13][CH2:14][O:15][CH:11]1[C:3]1[O:4][C:5]2[CH:10]=[CH:9][CH:8]=[CH:7][C:6]=2[C:2]=1[CH:19]=[O:20]. The yield is 0.720.